From a dataset of Reaction yield outcomes from USPTO patents with 853,638 reactions. Predict the reaction yield, written as a fraction of the theoretical maximum amount of product (1.0 means a 100% yield; for example, 0.34 means a 34% yield). (1) The reactants are [F:1][C:2]1[CH:7]=[CH:6][C:5]([C:8]2([C:46]3[CH:51]=[CH:50][C:49]([F:52])=[CH:48][CH:47]=3)[C@H:12]([C:13]3[CH:18]=[CH:17][CH:16]=[CH:15][CH:14]=3)[N:11]([CH2:19][C:20]([N:22](CC3C=CC(OC)=CC=3OC)CC3C=CC(OC)=CC=3OC)=[O:21])[C:10](=[O:45])[NH:9]2)=[CH:4][CH:3]=1.B(F)(F)F.CCOCC. The catalyst is C(Cl)Cl. The product is [F:52][C:49]1[CH:50]=[CH:51][C:46]([C:8]2([C:5]3[CH:4]=[CH:3][C:2]([F:1])=[CH:7][CH:6]=3)[C@H:12]([C:13]3[CH:14]=[CH:15][CH:16]=[CH:17][CH:18]=3)[N:11]([CH2:19][C:20]([NH2:22])=[O:21])[C:10](=[O:45])[NH:9]2)=[CH:47][CH:48]=1. The yield is 0.330. (2) The reactants are [CH3:1][O:2][C:3](=[O:14])[CH2:4][C:5]1[C:13]2[C:8](=[CH:9][CH:10]=[CH:11][CH:12]=2)[NH:7][CH:6]=1.[H-].[Na+].[CH2:17](I)[CH2:18][CH2:19][CH3:20].Cl. The catalyst is CN(C)C=O.O. The product is [CH3:1][O:2][C:3](=[O:14])[CH2:4][C:5]1[C:13]2[C:8](=[CH:9][CH:10]=[CH:11][CH:12]=2)[N:7]([CH2:17][CH2:18][CH2:19][CH3:20])[CH:6]=1. The yield is 0.530.